Dataset: Ames mutagenicity test results for genotoxicity prediction. Task: Regression/Classification. Given a drug SMILES string, predict its toxicity properties. Task type varies by dataset: regression for continuous values (e.g., LD50, hERG inhibition percentage) or binary classification for toxic/non-toxic outcomes (e.g., AMES mutagenicity, cardiotoxicity, hepatotoxicity). Dataset: ames. The molecule is C=CCOC(C)=O. The result is 1 (mutagenic).